This data is from Full USPTO retrosynthesis dataset with 1.9M reactions from patents (1976-2016). The task is: Predict the reactants needed to synthesize the given product. (1) Given the product [Cl:1][C:2]1[CH:3]=[CH:4][C:5]([N:22]2[CH2:27][CH2:26][CH2:25][CH2:24][CH2:23]2)=[C:6]([NH:8][C:9]([C:11]2[CH:12]=[N:13][N:14]3[CH:19]=[C:18]([OH:20])[CH:17]=[N:16][C:15]=23)=[O:10])[CH:7]=1, predict the reactants needed to synthesize it. The reactants are: [Cl:1][C:2]1[CH:3]=[CH:4][C:5]([N:22]2[CH2:27][CH2:26][CH2:25][CH2:24][CH2:23]2)=[C:6]([NH:8][C:9]([C:11]2[CH:12]=[N:13][N:14]3[CH:19]=[C:18]([O:20]C)[CH:17]=[N:16][C:15]=23)=[O:10])[CH:7]=1.C[S-].[Na+]. (2) Given the product [CH3:1][O:2][C:3]1[CH:4]=[C:5]([CH:11]=[CH:12][C:13]=1[O:14][CH2:15][C@@H:16]1[CH2:20][CH2:19][CH2:18][N:17]1[C:41](=[O:42])[CH2:40][C:25]1[CH:26]=[CH:27][C:28]([NH:29][C:30]([NH:32][C:33]2[CH:38]=[CH:37][CH:36]=[CH:35][C:34]=2[CH3:39])=[O:31])=[C:23]([O:22][CH3:21])[CH:24]=1)[C:6]([O:8][CH2:9][CH3:10])=[O:7], predict the reactants needed to synthesize it. The reactants are: [CH3:1][O:2][C:3]1[CH:4]=[C:5]([CH:11]=[CH:12][C:13]=1[O:14][CH2:15][C@@H:16]1[CH2:20][CH2:19][CH2:18][NH:17]1)[C:6]([O:8][CH2:9][CH3:10])=[O:7].[CH3:21][O:22][C:23]1[CH:24]=[C:25]([CH2:40][C:41](O)=[O:42])[CH:26]=[CH:27][C:28]=1[NH:29][C:30]([NH:32][C:33]1[CH:38]=[CH:37][CH:36]=[CH:35][C:34]=1[CH3:39])=[O:31].CCN(CC)CC. (3) Given the product [Cl:13][C:14]1[CH:15]=[C:16]([CH:17]=[C:18]([Cl:20])[CH:19]=1)[O:21][CH:27]1[CH2:28][N:29]([C:31]([O:33][C:34]([CH3:37])([CH3:36])[CH3:35])=[O:32])[CH2:30]1, predict the reactants needed to synthesize it. The reactants are: ClC1C=CC(O)=CC=1C(F)(F)F.[Cl:13][C:14]1[CH:15]=[C:16]([OH:21])[CH:17]=[C:18]([Cl:20])[CH:19]=1.CS(O[CH:27]1[CH2:30][N:29]([C:31]([O:33][C:34]([CH3:37])([CH3:36])[CH3:35])=[O:32])[CH2:28]1)(=O)=O. (4) The reactants are: [CH2:1]([O:11][C:12]1[CH:17]=[CH:16][N:15]=[C:14]([CH2:18][O:19]C(=O)C)[C:13]=1[CH3:23])[CH2:2][CH2:3][CH2:4][CH2:5][CH2:6][CH2:7][CH2:8][CH2:9][CH3:10].[OH-].[Na+]. Given the product [CH2:1]([O:11][C:12]1[CH:17]=[CH:16][N:15]=[C:14]([CH2:18][OH:19])[C:13]=1[CH3:23])[CH2:2][CH2:3][CH2:4][CH2:5][CH2:6][CH2:7][CH2:8][CH2:9][CH3:10], predict the reactants needed to synthesize it. (5) Given the product [O-:2][N+:3]1[C:8]2[CH:9]=[CH:10][CH:11]=[CH:12][C:7]=2[N+:6]([O-:13])=[C:5]([NH:14][CH2:15][CH2:16][N:17]([CH3:27])[CH2:18][CH2:19][NH:20][C:21]([C:22]2[C:48]3[C:39](=[CH:40][C:41]4[C:46]([N:47]=3)=[C:45]([CH3:49])[CH:44]=[CH:43][CH:42]=4)[CH:38]=[CH:37][CH:36]=2)=[O:26])[N:4]=1, predict the reactants needed to synthesize it. The reactants are: N.[O-:2][N+:3]1[C:8]2[CH:9]=[CH:10][CH:11]=[CH:12][C:7]=2[N+:6]([O-:13])=[C:5]([NH:14][CH2:15][CH2:16][N:17]([CH3:27])[CH2:18][CH2:19][NH:20][C:21](=[O:26])[C:22](F)(F)F)[N:4]=1.N1(C(C2[C:48]3[C:39](=[CH:40][C:41]4[C:46]([N:47]=3)=[C:45]([CH3:49])[CH:44]=[CH:43][CH:42]=4)[CH:38]=[CH:37][CH:36]=2)=O)C=CN=C1.